Dataset: Forward reaction prediction with 1.9M reactions from USPTO patents (1976-2016). Task: Predict the product of the given reaction. (1) Given the reactants O[C:2]1[C:3]2[N:11]=[CH:10][CH:9]=[C:8]([C:12]([NH2:14])=[O:13])[C:4]=2[N:5]=[CH:6][N:7]=1.Cl.[NH2:16][C@@H:17]([C:33]1[CH:38]=[CH:37][C:36]([F:39])=[C:35]([CH:40]([F:42])[F:41])[CH:34]=1)[CH2:18][N:19]([CH3:32])S(C1C=CC([N+]([O-])=O)=CC=1)(=O)=O, predict the reaction product. The product is: [F:42][CH:40]([F:41])[C:35]1[CH:34]=[C:33]([C@H:17]([NH:16][C:2]2[C:3]3[N:11]=[CH:10][CH:9]=[C:8]([C:12]([NH2:14])=[O:13])[C:4]=3[N:5]=[CH:6][N:7]=2)[CH2:18][NH:19][CH3:32])[CH:38]=[CH:37][C:36]=1[F:39]. (2) Given the reactants [N:1]1[CH:6]=[CH:5][CH:4]=[CH:3][C:2]=1[S:7](Cl)(=[O:9])=[O:8].[NH2:11][CH2:12][C:13]1[N:18]=[C:17]([N:19]([CH2:27][C:28]([O:30][C:31]([CH3:34])([CH3:33])[CH3:32])=[O:29])[C:20]([O:22][C:23]([CH3:26])([CH3:25])[CH3:24])=[O:21])[CH:16]=[CH:15][CH:14]=1.C(N(CC)CC)C.S([O-])(O)(=O)=O.[K+], predict the reaction product. The product is: [C:23]([O:22][C:20]([N:19]([CH2:27][C:28]([O:30][C:31]([CH3:34])([CH3:33])[CH3:32])=[O:29])[C:17]1[CH:16]=[CH:15][CH:14]=[C:13]([CH2:12][NH:11][S:7]([C:2]2[CH:3]=[CH:4][CH:5]=[CH:6][N:1]=2)(=[O:9])=[O:8])[N:18]=1)=[O:21])([CH3:26])([CH3:25])[CH3:24].